Dataset: Forward reaction prediction with 1.9M reactions from USPTO patents (1976-2016). Task: Predict the product of the given reaction. (1) Given the reactants [CH3:1][O:2][C:3]1[CH:10]=[CH:9][C:6]([CH2:7][NH2:8])=[CH:5][CH:4]=1.C[O:12][C:13](=O)/[CH:14]=[C:15](/[O:18][CH3:19])\[CH2:16]Cl.C(N(CC)CC)C, predict the reaction product. The product is: [CH3:19][O:18][C:15]1[CH2:16][N:8]([CH2:7][C:6]2[CH:9]=[CH:10][C:3]([O:2][CH3:1])=[CH:4][CH:5]=2)[C:13](=[O:12])[CH:14]=1. (2) The product is: [CH3:15][O:14][C:12](=[O:13])[C:11]1[CH:16]=[CH:17][CH:18]=[C:9]([CH2:8][O:26][C:23]2[CH:24]=[CH:25][C:20]([I:19])=[CH:21][CH:22]=2)[CH:10]=1. Given the reactants C(=O)([O-])[O-].[K+].[K+].Br[CH2:8][C:9]1[CH:10]=[C:11]([CH:16]=[CH:17][CH:18]=1)[C:12]([O:14][CH3:15])=[O:13].[I:19][C:20]1[CH:25]=[CH:24][C:23]([OH:26])=[CH:22][CH:21]=1, predict the reaction product. (3) The product is: [CH3:6][C:7]([CH2:18][CH2:19][CH:20]=[C:21]([CH3:23])[CH3:22])=[CH:8][CH2:9][C:10]1[CH:15]=[CH:14][C:13]([CH2:16][I:32])=[CH:12][CH:11]=1. Given the reactants CS(Cl)(=O)=O.[CH3:6][C:7]([CH2:18][CH2:19][CH:20]=[C:21]([CH3:23])[CH3:22])=[CH:8][CH2:9][C:10]1[CH:15]=[CH:14][C:13]([CH2:16]O)=[CH:12][CH:11]=1.CCN(CC)CC.[Na+].[I-:32], predict the reaction product. (4) The product is: [CH3:16][O:8][C:6]([C:2]1[S:1][CH:5]=[CH:4][N:3]=1)([O:10][CH3:9])[CH3:7]. Given the reactants [S:1]1[CH:5]=[CH:4][N:3]=[C:2]1[C:6](=[O:8])[CH3:7].[CH:9](OC)(OC)[O:10]C.[C:16]1(C)C=CC(S(O)(=O)=O)=CC=1, predict the reaction product.